Dataset: Forward reaction prediction with 1.9M reactions from USPTO patents (1976-2016). Task: Predict the product of the given reaction. (1) Given the reactants Cl[C:2]1[CH:7]=[C:6]([C:8]2[CH:13]=[CH:12][CH:11]=[CH:10][CH:9]=2)[N:5]=[C:4]([NH:14][C:15](=[O:32])[CH2:16][CH2:17][C:18]([C:20]2[CH:25]=[CH:24][C:23]([O:26][CH2:27][CH3:28])=[C:22]([O:29][CH2:30][CH3:31])[CH:21]=2)=[O:19])[CH:3]=1.C1(C2C=CC=CC=2)C=CC=CC=1P(C1CCCCC1)C1CCCCC1.C(=O)([O-])[O-].[K+].[K+].[CH3:64][C:65]1[CH:70]=[C:69](B2OC(C)(C)C(C)(C)O2)[CH:68]=[C:67]([CH3:80])[C:66]=1[OH:81], predict the reaction product. The product is: [CH2:30]([O:29][C:22]1[CH:21]=[C:20]([C:18](=[O:19])[CH2:17][CH2:16][C:15]([NH:14][C:4]2[CH:3]=[C:2]([C:69]3[CH:68]=[C:67]([CH3:80])[C:66]([OH:81])=[C:65]([CH3:64])[CH:70]=3)[CH:7]=[C:6]([C:8]3[CH:13]=[CH:12][CH:11]=[CH:10][CH:9]=3)[N:5]=2)=[O:32])[CH:25]=[CH:24][C:23]=1[O:26][CH2:27][CH3:28])[CH3:31]. (2) Given the reactants [Cl:1][C:2]1[CH:7]=[CH:6][C:5]([CH2:8][CH:9]2[CH2:11][N:10]2[S:12]([C:15]2[CH:20]=[CH:19][C:18]([CH3:21])=[CH:17][CH:16]=2)(=[O:14])=[O:13])=[CH:4][C:3]=1[O:22][CH2:23][CH2:24][O:25][CH3:26].C1COCC1.S(O)(O)(=O)=O.[CH3:37][S:38]C(=N)N.[OH-].[Na+], predict the reaction product. The product is: [Cl:1][C:2]1[CH:7]=[CH:6][C:5]([CH2:8][CH:9]([NH:10][S:12]([C:15]2[CH:20]=[CH:19][C:18]([CH3:21])=[CH:17][CH:16]=2)(=[O:14])=[O:13])[CH2:11][S:38][CH3:37])=[CH:4][C:3]=1[O:22][CH2:23][CH2:24][O:25][CH3:26]. (3) Given the reactants [OH:1][C:2]1[CH:7]=[CH:6][C:5]([OH:8])=[CH:4][CH:3]=1.C(=O)([O-])[O-].[K+].[K+].Cl[C:16]1[CH:21]=[CH:20][C:19]([C:22]([F:25])([F:24])[F:23])=[CH:18][N:17]=1.O, predict the reaction product. The product is: [F:23][C:22]([F:25])([F:24])[C:19]1[CH:20]=[CH:21][C:16]([O:1][C:2]2[CH:7]=[CH:6][C:5]([OH:8])=[CH:4][CH:3]=2)=[N:17][CH:18]=1. (4) The product is: [Cl:22][C:23]1[CH:24]=[C:25]([CH2:31][CH2:32][C:33]2([CH:41]3[CH2:45][CH2:44][CH2:43][CH2:42]3)[O:38][C:37](=[O:39])[CH:36]([CH2:7][C:3]3[N:2]([CH3:1])[CH:6]=[CH:5][N:4]=3)[C:35](=[O:40])[CH2:34]2)[CH:26]=[CH:27][C:28]=1[O:29][CH3:30]. Given the reactants [CH3:1][N:2]1[CH:6]=[CH:5][N:4]=[C:3]1[CH:7]=O.CC1C=C(C)N2N=C(C=O)N=C2N=1.[Cl:22][C:23]1[CH:24]=[C:25]([CH2:31][CH2:32][C:33]2([CH:41]3[CH2:45][CH2:44][CH2:43][CH2:42]3)[O:38][C:37](=[O:39])[CH2:36][C:35](=[O:40])[CH2:34]2)[CH:26]=[CH:27][C:28]=1[O:29][CH3:30].ClC1C=C(CCC2(C3CCCC3)OC(=O)CC(=O)C2)C=CC=1OC(C)C, predict the reaction product. (5) Given the reactants C(O[C:6]([N:8]1[CH2:15][C:14](=[CH2:16])[CH2:13][C@H:9]1[C:10]([OH:12])=O)=[O:7])(C)(C)C.[C:17]1([C:26]2[CH:31]=[CH:30][CH:29]=[CH:28][CH:27]=2)[CH:22]=[CH:21][C:20](C(Cl)=O)=[CH:19][CH:18]=1.[O:32]1[CH:36]=[CH:35][CH:34]=[C:33]1[CH2:37][NH2:38], predict the reaction product. The product is: [C:26]1([C:17]2[CH:18]=[CH:19][CH:20]=[CH:21][CH:22]=2)[CH:27]=[CH:28][C:29]([C:6]([N:8]2[CH2:15][C:14](=[CH2:16])[CH2:13][C@H:9]2[C:10]([NH:38][CH2:37][C:33]2[O:32][CH:36]=[CH:35][CH:34]=2)=[O:12])=[O:7])=[CH:30][CH:31]=1. (6) Given the reactants [CH3:1][CH2:2][CH2:3][N:4]([C@@H:12]1[CH2:17][C:16]2[CH:18]=[CH:19][CH:20]=[C:21]([OH:22])[C:15]=2[CH2:14][CH2:13]1)[CH2:5][CH2:6][C:7]1[S:11][CH:10]=[CH:9][CH:8]=1.Cl.[OH-].[Na+].P([O-])([O-])([O-])=O.[Na+].[Na+].[Na+], predict the reaction product. The product is: [CH3:1][CH2:2][CH2:3][N:4]([C@@H:12]1[CH2:17][C:16]2[CH:18]=[CH:19][CH:20]=[C:21]([OH:22])[C:15]=2[CH2:14][CH2:13]1)[CH2:5][CH2:6][C:7]1[S:11][CH:10]=[CH:9][CH:8]=1.